This data is from Forward reaction prediction with 1.9M reactions from USPTO patents (1976-2016). The task is: Predict the product of the given reaction. Given the reactants C[O:2][C:3]([C:5]1[C:6]2[N:7]([C:11]([NH:27][C:28]([CH3:31])([CH3:30])[CH3:29])=[C:12]([C:14]3[S:15][C:16]([C:19]#[C:20][C:21]4[CH:26]=[CH:25][CH:24]=[CH:23][CH:22]=4)=[CH:17][CH:18]=3)[N:13]=2)[CH:8]=[CH:9][N:10]=1)=[O:4].[OH-].[Na+].C(O)(=O)C.C(Cl)Cl.CCCCCC, predict the reaction product. The product is: [C:28]([NH:27][C:11]1[N:7]2[CH:8]=[CH:9][N:10]=[C:5]([C:3]([OH:4])=[O:2])[C:6]2=[N:13][C:12]=1[C:14]1[S:15][C:16]([C:19]#[C:20][C:21]2[CH:22]=[CH:23][CH:24]=[CH:25][CH:26]=2)=[CH:17][CH:18]=1)([CH3:31])([CH3:29])[CH3:30].